From a dataset of Catalyst prediction with 721,799 reactions and 888 catalyst types from USPTO. Predict which catalyst facilitates the given reaction. (1) Reactant: [CH2:1]([N:5]1[C:10](=[O:11])[C:9]2[CH:12]=[C:13]([CH2:15][CH3:16])[S:14][C:8]=2[NH:7][C:6]1=[O:17])[CH2:2][CH2:3][CH3:4].Br[CH2:19][C:20]1[CH:25]=[CH:24][C:23]([C:26]2[CH:31]=[CH:30][CH:29]=[CH:28][C:27]=2[C:32]2[N:36]=[C:35](C(Cl)(Cl)Cl)[O:34][N:33]=2)=[CH:22][CH:21]=1.CN(C)C=[O:44].[H-].[Na+]. Product: [CH2:1]([N:5]1[C:10](=[O:11])[C:9]2[CH:12]=[C:13]([CH2:15][CH3:16])[S:14][C:8]=2[N:7]([CH2:19][C:20]2[CH:25]=[CH:24][C:23]([C:26]3[CH:31]=[CH:30][CH:29]=[CH:28][C:27]=3[C:32]3[NH:36][C:35](=[O:44])[O:34][N:33]=3)=[CH:22][CH:21]=2)[C:6]1=[O:17])[CH2:2][CH2:3][CH3:4]. The catalyst class is: 13. (2) Reactant: [CH3:1][O:2][C:3]1[C:12]2[C:7](=[CH:8][CH:9]=[CH:10][CH:11]=2)[C:6]([O:13][CH3:14])=[CH:5][C:4]=1[CH2:15][OH:16].[Li]CCCC.[CH3:22][S:23]SC.Cl. Product: [CH3:1][O:2][C:3]1[C:12]2[C:7](=[CH:8][CH:9]=[CH:10][CH:11]=2)[C:6]([O:13][CH3:14])=[C:5]([S:23][CH3:22])[C:4]=1[CH2:15][OH:16]. The catalyst class is: 20. (3) Reactant: [CH3:1][C:2]1[N:3]([CH2:22][O:23][CH2:24][CH2:25][Si:26]([CH3:29])([CH3:28])[CH3:27])[C:4]([CH3:21])=[C:5]([C:11]2[C:20]3[C:15](=[CH:16][CH:17]=[CH:18][CH:19]=3)[CH:14]=[CH:13][CH:12]=2)[C:6]=1[C:7](OC)=[O:8].[H-].C([Al+]CC(C)C)C(C)C.CO.O. Product: [CH3:1][C:2]1[N:3]([CH2:22][O:23][CH2:24][CH2:25][Si:26]([CH3:28])([CH3:27])[CH3:29])[C:4]([CH3:21])=[C:5]([C:11]2[C:20]3[C:15](=[CH:16][CH:17]=[CH:18][CH:19]=3)[CH:14]=[CH:13][CH:12]=2)[C:6]=1[CH:7]=[O:8]. The catalyst class is: 27. (4) Reactant: [F:1][C:2]1[CH:7]=[CH:6][C:5]([C:8](=[O:26])[CH2:9][CH2:10][CH2:11][C:12]([N:14]2[C@@H:18]([C:19]3[CH:24]=[CH:23][CH:22]=[CH:21][CH:20]=3)[CH2:17][O:16][C:15]2=[O:25])=[O:13])=[CH:4][CH:3]=1.[CH2:27](O)[CH2:28][OH:29].C1(C)C=CC(S(O)(=O)=O)=CC=1. Product: [F:1][C:2]1[CH:7]=[CH:6][C:5]([C:8]2([CH2:9][CH2:10][CH2:11][C:12]([N:14]3[C@@H:18]([C:19]4[CH:20]=[CH:21][CH:22]=[CH:23][CH:24]=4)[CH2:17][O:16][C:15]3=[O:25])=[O:13])[O:29][CH2:28][CH2:27][O:26]2)=[CH:4][CH:3]=1. The catalyst class is: 11. (5) Reactant: [F:1][C:2]([F:21])([F:20])[C:3]1[CH:4]=[C:5]([CH:17]=[CH:18][CH:19]=1)[O:6][CH2:7][C:8]1[CH:13]=[CH:12][N:11]=[C:10]([C:14]([OH:16])=O)[CH:9]=1.[NH2:22][C:23]1[CH:24]=[N:25][N:26]([C:28]([O:30][C:31]([CH3:34])([CH3:33])[CH3:32])=[O:29])[CH:27]=1.C(N(CC)CC)C.O. Product: [F:20][C:2]([F:1])([F:21])[C:3]1[CH:4]=[C:5]([CH:17]=[CH:18][CH:19]=1)[O:6][CH2:7][C:8]1[CH:13]=[CH:12][N:11]=[C:10]([C:14]([NH:22][C:23]2[CH:24]=[N:25][N:26]([C:28]([O:30][C:31]([CH3:34])([CH3:33])[CH3:32])=[O:29])[CH:27]=2)=[O:16])[CH:9]=1. The catalyst class is: 9. (6) Reactant: [Cl:1][C:2]1[N:7]=[N:6][C:5]([CH:8]([C:16]([O:18][CH2:19][CH3:20])=[O:17])[C:9]([O:11][C:12]([CH3:15])([CH3:14])[CH3:13])=[O:10])=[CH:4][CH:3]=1.[H-].[Na+].[B-](F)(F)(F)[F:24].[B-](F)(F)(F)F.C1[N+]2(CCl)CC[N+](F)(CC2)C1. Product: [Cl:1][C:2]1[N:7]=[N:6][C:5]([C:8]([F:24])([C:16]([O:18][CH2:19][CH3:20])=[O:17])[C:9]([O:11][C:12]([CH3:14])([CH3:15])[CH3:13])=[O:10])=[CH:4][CH:3]=1. The catalyst class is: 118.